Dataset: Reaction yield outcomes from USPTO patents with 853,638 reactions. Task: Predict the reaction yield, written as a fraction of the theoretical maximum amount of product (1.0 means a 100% yield; for example, 0.34 means a 34% yield). (1) The reactants are [ClH:1].[F:2][C:3]1[CH:30]=[C:29]([NH:31][C:32](=[O:41])[C:33]2[CH:38]=[C:37](C)[CH:36]=C[C:34]=2F)[CH:28]=[CH:27][C:4]=1[O:5][C:6]1[C:11]2=[C:12]([CH3:26])[C:13]([C:15]([NH:17][CH2:18][CH2:19][N:20]3[CH2:25][CH2:24][O:23][CH2:22][CH2:21]3)=[O:16])=[CH:14][N:10]2[N:9]=[CH:8][N:7]=1.Cl.FC1C=C(NC(=O)CC(NC2C=CC(F)=CC=2)=O)C=CC=1OC1C2=C(C)C(OCCN3CCOCC3)=CN2N=C[N:52]=1. No catalyst specified. The product is [ClH:1].[ClH:1].[F:2][C:3]1[CH:30]=[C:29]([NH:31][C:32](=[O:41])[C:33]2[CH:38]=[CH:37][CH:36]=[N:52][CH:34]=2)[CH:28]=[CH:27][C:4]=1[O:5][C:6]1[C:11]2=[C:12]([CH3:26])[C:13]([C:15]([NH:17][CH2:18][CH2:19][N:20]3[CH2:21][CH2:22][O:23][CH2:24][CH2:25]3)=[O:16])=[CH:14][N:10]2[N:9]=[CH:8][N:7]=1. The yield is 0.390. (2) The reactants are Cl[C:2]1[C:11]([CH3:12])=[C:10]2[C:5]([CH:6]=[C:7]([C:15]3[CH:20]=[C:19]([O:21][CH3:22])[CH:18]=[C:17]([O:23][CH3:24])[CH:16]=3)[C:8](=[O:14])[N:9]2[CH3:13])=[CH:4][N:3]=1.[N+:25]([C:28]1[CH:33]=[CH:32][CH:31]=[CH:30][C:29]=1[NH2:34])([O-:27])=[O:26].C([O-])(C)(C)C.[K+]. The catalyst is CN(C)C=O.C1C=CC(/C=C/C(/C=C/C2C=CC=CC=2)=O)=CC=1.C1C=CC(/C=C/C(/C=C/C2C=CC=CC=2)=O)=CC=1.C1C=CC(/C=C/C(/C=C/C2C=CC=CC=2)=O)=CC=1.[Pd].[Pd]. The product is [CH3:24][O:23][C:17]1[CH:16]=[C:15]([C:7]2[C:8](=[O:14])[N:9]([CH3:13])[C:10]3[C:5]([CH:6]=2)=[CH:4][N:3]=[C:2]([NH:34][C:29]2[CH:30]=[CH:31][CH:32]=[CH:33][C:28]=2[N+:25]([O-:27])=[O:26])[C:11]=3[CH3:12])[CH:20]=[C:19]([O:21][CH3:22])[CH:18]=1. The yield is 0.150. (3) The reactants are [CH3:1][O:2][CH2:3][CH2:4][O:5][C:6]1[CH:7]=[C:8](B2OC(C)(C)C(C)(C)O2)[CH:9]=[CH:10][CH:11]=1.[N:21]1[CH:26]=[CH:25][C:24]([NH:27][C:28]([N:30]2[CH2:33][CH:32]([O:34][C:35]3[CH:40]=[CH:39][C:38](I)=[CH:37][N:36]=3)[CH2:31]2)=[O:29])=[N:23][CH:22]=1.C(=O)([O-])[O-].[K+].[K+].[OH-].[Na+]. The catalyst is C1COCC1.O.C(OCC)(=O)C.ClCCl. The product is [N:21]1[CH:26]=[CH:25][C:24]([NH:27][C:28]([N:30]2[CH2:31][CH:32]([O:34][C:35]3[CH:40]=[CH:39][C:38]([C:8]4[CH:9]=[CH:10][CH:11]=[C:6]([O:5][CH2:4][CH2:3][O:2][CH3:1])[CH:7]=4)=[CH:37][N:36]=3)[CH2:33]2)=[O:29])=[N:23][CH:22]=1. The yield is 0.450. (4) The reactants are I[C:2]1[C:3]2[O:16][CH2:15][CH2:14][CH2:13][C:12](=[O:17])[C:4]=2[CH:5]=[C:6]2[C:10]=1[N:9]([CH3:11])[CH:8]=[CH:7]2. The catalyst is CC(O)=O.[Zn]. The product is [CH3:11][N:9]1[C:10]2[C:6](=[CH:5][C:4]3[C:12](=[O:17])[CH2:13][CH2:14][CH2:15][O:16][C:3]=3[CH:2]=2)[CH:7]=[CH:8]1. The yield is 0.990. (5) The reactants are [Cl:1][C:2]1[CH:3]=[C:4]([O:8][C:9]2[CH:10]=[C:11]([CH:14]=[C:15]([N+:17]([O-])=O)[CH:16]=2)[C:12]#[N:13])[CH:5]=[N:6][CH:7]=1.O.C([O-])([O-])=O.[Na+].[Na+]. The catalyst is C(O)(=O)C.[Fe]. The product is [NH2:17][C:15]1[CH:14]=[C:11]([CH:10]=[C:9]([O:8][C:4]2[CH:5]=[N:6][CH:7]=[C:2]([Cl:1])[CH:3]=2)[CH:16]=1)[C:12]#[N:13]. The yield is 0.710. (6) The catalyst is N1C=CC=CC=1. The yield is 0.950. The reactants are [CH3:1][O:2][C:3]1[CH:11]=[CH:10][C:6]([C:7](Cl)=[O:8])=[CH:5][CH:4]=1.[Cl:12][C:13]1[C:18]([NH2:19])=[CH:17][CH:16]=[C:15]([Cl:20])[N:14]=1.O. The product is [Cl:12][C:13]1[C:18]([NH:19][C:7](=[O:8])[C:6]2[CH:10]=[CH:11][C:3]([O:2][CH3:1])=[CH:4][CH:5]=2)=[CH:17][CH:16]=[C:15]([Cl:20])[N:14]=1.